This data is from Human liver microsome stability data. The task is: Regression/Classification. Given a drug SMILES string, predict its absorption, distribution, metabolism, or excretion properties. Task type varies by dataset: regression for continuous measurements (e.g., permeability, clearance, half-life) or binary classification for categorical outcomes (e.g., BBB penetration, CYP inhibition). Dataset: hlm. (1) The molecule is COc1cnc(-c2cccnn2)c2[nH]cc(C(=O)C(=O)N3CCN(C(=O)c4ccccc4)CC3)c12. The result is 1 (stable in human liver microsomes). (2) The drug is COC[C@H]1C[C@@H](C(=O)NCc2cccc(C)n2)CN(Cc2nc(-c3ccccc3)oc2C)C1. The result is 1 (stable in human liver microsomes).